From a dataset of Retrosynthesis with 50K atom-mapped reactions and 10 reaction types from USPTO. Predict the reactants needed to synthesize the given product. Given the product CON=C(C(=O)O)c1csc(N)n1, predict the reactants needed to synthesize it. The reactants are: CCOC(=O)C(=NOC)c1csc(N)n1.